Dataset: CYP3A4 inhibition data for predicting drug metabolism from PubChem BioAssay. Task: Regression/Classification. Given a drug SMILES string, predict its absorption, distribution, metabolism, or excretion properties. Task type varies by dataset: regression for continuous measurements (e.g., permeability, clearance, half-life) or binary classification for categorical outcomes (e.g., BBB penetration, CYP inhibition). Dataset: cyp3a4_veith. (1) The molecule is NC(N)=NC(N)=NCCc1ccccc1. The result is 0 (non-inhibitor). (2) The molecule is Cc1ccc(C(=O)c2cc([N+](=O)[O-])ccc2N2CCOCC2)c(C)c1. The result is 1 (inhibitor). (3) The drug is Cc1cccc(NC(=S)NNC(=O)CCn2cc(C)cn2)c1. The result is 0 (non-inhibitor). (4) The molecule is COc1ccccc1OCCCCCc1c(C)n[nH]c1C. The result is 0 (non-inhibitor). (5) The molecule is CC(C)c1cc(C(F)(F)F)nc(NNc2nc(C(C)C)cc(C(F)(F)F)n2)n1. The result is 1 (inhibitor). (6) The compound is O=C(CSc1nnc(CNc2ccc(F)cc2)o1)OC1CCCCC1. The result is 1 (inhibitor). (7) The drug is CCSc1nc2c(c(=O)[nH]1)C(c1ccccn1)C1=C(CC(C)(C)CC1=O)N2. The result is 0 (non-inhibitor).